From a dataset of Reaction yield outcomes from USPTO patents with 853,638 reactions. Predict the reaction yield, written as a fraction of the theoretical maximum amount of product (1.0 means a 100% yield; for example, 0.34 means a 34% yield). (1) The reactants are Cl[C:2]1[N:11]=[C:10]([N:12]2[CH2:17][CH2:16][O:15][CH2:14][CH2:13]2)[C:9]2[C:4](=[CH:5][C:6]([C:19]3[CH:20]=[N:21][CH:22]=[CH:23][CH:24]=3)=[C:7]([F:18])[CH:8]=2)[N:3]=1.[CH3:25][N:26]1[CH2:31][CH2:30][N:29]([C:32]([C:34]2[CH:39]=[CH:38][C:37]([NH:40][C:41]([NH:43][C:44]3[CH:49]=[CH:48][C:47](B4OC(C)(C)C(C)(C)O4)=[CH:46][CH:45]=3)=[O:42])=[CH:36][CH:35]=2)=[O:33])[CH2:28][CH2:27]1.C(=O)([O-])[O-].[Cs+].[Cs+].CN(C=O)C. The catalyst is Cl[Pd](Cl)([P](C1C=CC=CC=1)(C1C=CC=CC=1)C1C=CC=CC=1)[P](C1C=CC=CC=1)(C1C=CC=CC=1)C1C=CC=CC=1.O. The product is [F:18][C:7]1[CH:8]=[C:9]2[C:4](=[CH:5][C:6]=1[C:19]1[CH:20]=[N:21][CH:22]=[CH:23][CH:24]=1)[N:3]=[C:2]([C:47]1[CH:48]=[CH:49][C:44]([NH:43][C:41]([NH:40][C:37]3[CH:38]=[CH:39][C:34]([C:32]([N:29]4[CH2:28][CH2:27][N:26]([CH3:25])[CH2:31][CH2:30]4)=[O:33])=[CH:35][CH:36]=3)=[O:42])=[CH:45][CH:46]=1)[N:11]=[C:10]2[N:12]1[CH2:17][CH2:16][O:15][CH2:14][CH2:13]1. The yield is 0.0600. (2) The reactants are [N+:1]([C:4]1[CH:5]=[C:6]([NH:10][C:11]([NH2:13])=[S:12])[CH:7]=[CH:8][CH:9]=1)([O-:3])=[O:2].BrBr. The catalyst is C(Cl)(Cl)Cl.C(OC(C)C)(C)C. The product is [N+:1]([C:4]1[C:5]2[S:12][C:11]([NH2:13])=[N:10][C:6]=2[CH:7]=[CH:8][CH:9]=1)([O-:3])=[O:2]. The yield is 0.690.